From a dataset of Forward reaction prediction with 1.9M reactions from USPTO patents (1976-2016). Predict the product of the given reaction. (1) Given the reactants [OH:1][C:2]1[CH:3]=[C:4]([CH:9]=[C:10]([O:12][CH:13]2[CH2:17][CH2:16][N:15]([CH3:18])[C:14]2=[O:19])[CH:11]=1)[C:5]([O:7][CH3:8])=[O:6].Cl.CN(C)CC(O)=O.I[C:29]1[CH:34]=[CH:33][C:32]([C:35]2[O:36][C:37]([CH3:40])=[N:38][N:39]=2)=[CH:31][CH:30]=1, predict the reaction product. The product is: [CH3:40][C:37]1[O:36][C:35]([C:32]2[CH:31]=[CH:30][C:29]([O:1][C:2]3[CH:3]=[C:4]([CH:9]=[C:10]([O:12][CH:13]4[CH2:17][CH2:16][N:15]([CH3:18])[C:14]4=[O:19])[CH:11]=3)[C:5]([O:7][CH3:8])=[O:6])=[CH:34][CH:33]=2)=[N:39][N:38]=1. (2) The product is: [C:13]([C:17]1[CH:18]=[CH:19][C:20]([O:23][CH2:25][CH2:26][N:27]2[C:28](=[O:37])[C:29]3[C:30](=[CH:33][CH:34]=[CH:35][CH:36]=3)[C:31]2=[O:32])=[CH:21][CH:22]=1)([CH3:16])([CH3:14])[CH3:15]. Given the reactants N(C(OCC)=O)=NC(OCC)=O.[C:13]([C:17]1[CH:22]=[CH:21][C:20]([OH:23])=[CH:19][CH:18]=1)([CH3:16])([CH3:15])[CH3:14].O[CH2:25][CH2:26][N:27]1[C:31](=[O:32])[C:30]2=[CH:33][CH:34]=[CH:35][CH:36]=[C:29]2[C:28]1=[O:37].C1(P(C2C=CC=CC=2)C2C=CC=CC=2)C=CC=CC=1, predict the reaction product. (3) Given the reactants [CH2:1]([C@@H:5]([C:12]([N:14]1[CH2:18][CH2:17][CH2:16][C@H:15]1[C:19]([O:21]C(C)(C)C)=[O:20])=[O:13])[C@@H:6]([F:11])[C:7]([O:9][CH3:10])=[O:8])[CH2:2][CH2:3][CH3:4].Cl, predict the reaction product. The product is: [CH2:1]([C@@H:5]([C:12]([N:14]1[CH2:18][CH2:17][CH2:16][C@H:15]1[C:19]([OH:21])=[O:20])=[O:13])[C@@H:6]([F:11])[C:7]([O:9][CH3:10])=[O:8])[CH2:2][CH2:3][CH3:4]. (4) Given the reactants CO[C:3](=[O:8])[C:4]([F:7])([F:6])[F:5].[NH:9]([CH2:13][CH2:14][OH:15])[CH2:10][CH2:11][OH:12], predict the reaction product. The product is: [F:7][C:4]([F:5])([F:6])[C:3]([N:9]([CH2:13][CH2:14][OH:15])[CH2:10][CH2:11][OH:12])=[O:8]. (5) The product is: [C:15]1([C:18]2[CH:19]=[CH:20][CH:21]=[CH:22][CH:23]=2)[CH:16]=[CH:17][C:12]([O:11][CH2:10][CH2:9][CH2:8][CH2:7][CH2:6][CH2:5][C:4]([OH:24])=[O:3])=[CH:13][CH:14]=1. Given the reactants C([O:3][C:4](=[O:24])[CH2:5][CH2:6][CH2:7][CH2:8][CH2:9][CH2:10][O:11][C:12]1[CH:17]=[CH:16][C:15]([C:18]2[CH:23]=[CH:22][CH:21]=[CH:20][CH:19]=2)=[CH:14][CH:13]=1)C.O.[OH-].[Li+], predict the reaction product. (6) Given the reactants [CH3:1][O:2][C:3]1[CH:8]=[CH:7][CH:6]=[CH:5][C:4]=1[N:9]1[CH2:15][CH2:14][CH2:13][CH2:12][C@H:11]([NH:16]C(=O)OC(C)(C)C)[C:10]1=[O:24].[C:25]([OH:31])([C:27]([F:30])([F:29])[F:28])=[O:26], predict the reaction product. The product is: [F:28][C:27]([F:30])([F:29])[C:25]([OH:31])=[O:26].[NH2:16][C@H:11]1[CH2:12][CH2:13][CH2:14][CH2:15][N:9]([C:4]2[CH:5]=[CH:6][CH:7]=[CH:8][C:3]=2[O:2][CH3:1])[C:10]1=[O:24]. (7) Given the reactants [CH2:1]([N:3]1[CH2:8][CH2:7][CH:6]([CH2:9][C:10]2[CH:15]=[C:14]([F:16])[CH:13]=[CH:12][C:11]=2[S:17](Cl)(=[O:19])=[O:18])[CH2:5][CH2:4]1)[CH3:2].[NH2:21][C:22]1[C:31]([C:32]([O:34][CH3:35])=[O:33])=[C:30]2[C:25]([CH:26]3[CH2:36][CH:27]3[CH2:28][O:29]2)=[CH:24][CH:23]=1, predict the reaction product. The product is: [CH2:1]([N:3]1[CH2:8][CH2:7][CH:6]([CH2:9][C:10]2[CH:15]=[C:14]([F:16])[CH:13]=[CH:12][C:11]=2[S:17]([NH:21][C:22]2[C:31]([C:32]([O:34][CH3:35])=[O:33])=[C:30]3[C:25]([CH:26]4[CH2:36][CH:27]4[CH2:28][O:29]3)=[CH:24][CH:23]=2)(=[O:19])=[O:18])[CH2:5][CH2:4]1)[CH3:2].